This data is from Forward reaction prediction with 1.9M reactions from USPTO patents (1976-2016). The task is: Predict the product of the given reaction. (1) Given the reactants [C:1]([O:5][C:6]([N:8]([CH3:41])[CH2:9][CH2:10][N:11]([CH2:13][C:14]1[C:15]([C:25]2[CH2:30][CH2:29][N:28](C(OCC3C=CC=CC=3)=O)[CH2:27][CH:26]=2)=[N:16][N:17]([CH:19]2[CH2:24][CH2:23][CH2:22][CH2:21][O:20]2)[CH:18]=1)[CH3:12])=[O:7])([CH3:4])([CH3:3])[CH3:2].[H][H], predict the reaction product. The product is: [CH3:41][N:8]([CH2:9][CH2:10][N:11]([CH3:12])[CH2:13][C:14]1[C:15]([CH:25]2[CH2:30][CH2:29][NH:28][CH2:27][CH2:26]2)=[N:16][N:17]([CH:19]2[CH2:24][CH2:23][CH2:22][CH2:21][O:20]2)[CH:18]=1)[C:6](=[O:7])[O:5][C:1]([CH3:4])([CH3:3])[CH3:2]. (2) Given the reactants Br[C:2](Br)=[CH:3][C@@H:4]1[CH2:8][CH2:7][CH2:6][N:5]1[C:9]([O:11][C:12]([CH3:15])([CH3:14])[CH3:13])=[O:10].[Li]CCCC.[CH3:22][O:23][C:24]1[CH:25]=[C:26]([CH:35]=[CH:36][C:37]=1[O:38][CH3:39])[O:27][CH2:28][C:29](N(OC)C)=[O:30].[NH4+].[Cl-], predict the reaction product. The product is: [CH3:22][O:23][C:24]1[CH:25]=[C:26]([CH:35]=[CH:36][C:37]=1[O:38][CH3:39])[O:27][CH2:28][C:29](=[O:30])[C:2]#[C:3][C@@H:4]1[CH2:8][CH2:7][CH2:6][N:5]1[C:9]([O:11][C:12]([CH3:15])([CH3:14])[CH3:13])=[O:10]. (3) Given the reactants [F:1][C:2]1[CH:15]=[CH:14][C:5]([CH2:6][N:7]2[CH2:12][CH2:11][CH:10]=[CH:9][C:8]2=[O:13])=[CH:4][CH:3]=1.C[O:17][C:18]1O[C:21]([C:23]([O:25][CH3:26])=[O:24])=[N:20][CH:19]=1.Cl, predict the reaction product. The product is: [F:1][C:2]1[CH:3]=[CH:4][C:5]([CH2:6][N:7]2[CH2:12][CH2:11][C:10]3[C:21]([C:23]([O:25][CH3:26])=[O:24])=[N:20][CH:19]=[C:18]([OH:17])[C:9]=3[C:8]2=[O:13])=[CH:14][CH:15]=1. (4) Given the reactants [F:1][C:2]1[CH:7]=[CH:6][CH:5]=[C:4]([F:8])[C:3]=1[N:9]1[C:14]2[N:15]=[C:16](S(C)(=O)=O)[N:17]=[C:18]([C:19]3[CH:20]=[C:21]([CH:28]=[CH:29][C:30]=3[CH3:31])[C:22]([NH:24][CH2:25][CH2:26][CH3:27])=[O:23])[C:13]=2[CH2:12][NH:11][C:10]1=[O:36].Cl.[Cl:38][CH2:39][CH2:40][CH2:41][NH2:42].C(N(CC)CC)C, predict the reaction product. The product is: [Cl:38][CH2:39][CH2:40][CH2:41][NH:42][C:16]1[N:17]=[C:18]([C:19]2[CH:20]=[C:21]([CH:28]=[CH:29][C:30]=2[CH3:31])[C:22]([NH:24][CH2:25][CH2:26][CH3:27])=[O:23])[C:13]2[CH2:12][NH:11][C:10](=[O:36])[N:9]([C:3]3[C:2]([F:1])=[CH:7][CH:6]=[CH:5][C:4]=3[F:8])[C:14]=2[N:15]=1. (5) Given the reactants C(OC[N:10]1[C:14]([C:15]2[CH:20]=[CH:19][N:18]=[C:17]([C:21]#[N:22])[CH:16]=2)=[N:13][C:12]([C:23]2[CH:28]=[CH:27][N:26]=[CH:25][CH:24]=2)=[N:11]1)C1C=CC=CC=1.O.[C:30]1([CH3:40])[CH:35]=[CH:34][C:33]([S:36]([OH:39])(=[O:38])=[O:37])=[CH:32][CH:31]=1, predict the reaction product. The product is: [C:30]1([CH3:40])[CH:31]=[CH:32][C:33]([S:36]([OH:39])(=[O:37])=[O:38])=[CH:34][CH:35]=1.[C:21]([C:17]1[CH:16]=[C:15]([C:14]2[NH:10][N:11]=[C:12]([C:23]3[CH:28]=[CH:27][N:26]=[CH:25][CH:24]=3)[N:13]=2)[CH:20]=[CH:19][N:18]=1)#[N:22]. (6) Given the reactants [CH3:1][O:2][C:3](=[O:21])[C@H:4]([CH2:13][C:14]1[CH:19]=[CH:18][C:17]([OH:20])=[CH:16][CH:15]=1)[NH:5][C:6]([O:8][C:9]([CH3:12])([CH3:11])[CH3:10])=[O:7].[S:22](Cl)([C:25]1[CH:31]=[CH:30][C:28]([CH3:29])=[CH:27][CH:26]=1)(=[O:24])=[O:23].C(N(CC)CC)C, predict the reaction product. The product is: [CH3:1][O:2][C:3](=[O:21])[C@H:4]([CH2:13][C:14]1[CH:19]=[CH:18][C:17]([O:20][S:22]([C:25]2[CH:31]=[CH:30][C:28]([CH3:29])=[CH:27][CH:26]=2)(=[O:24])=[O:23])=[CH:16][CH:15]=1)[NH:5][C:6]([O:8][C:9]([CH3:12])([CH3:10])[CH3:11])=[O:7]. (7) The product is: [CH2:20]=[C:21]1[CH2:26][CH2:25][O:24][C:22]1=[O:23].[CH3:27][N:28]([CH3:33])[C:29](=[O:32])[CH:30]=[CH2:31]. Given the reactants O.S([O-])(OCCCCCCCCCCCC)(=O)=O.[Na+].[CH2:20]=[C:21]1[CH2:26][CH2:25][O:24][C:22]1=[O:23].[CH3:27][N:28]([CH3:33])[C:29](=[O:32])[CH:30]=[CH2:31].S(OOS([O-])(=O)=O)([O-])(=O)=O.[Na+].[Na+].[OH-].[Na+], predict the reaction product. (8) Given the reactants [I:1][C:2]1C2C=NC=CC=2[O:4][C:3]=1[C:11]1[CH:16]=[CH:15][C:14]([C:17]2([NH:21][C:22](=[O:28])[O:23][C:24]([CH3:27])([CH3:26])[CH3:25])[CH2:20][CH2:19][CH2:18]2)=[CH:13][CH:12]=1.CO[C:31]1[CH:32]=[N:33][CH:34]=[CH:35][C:36]=1C#CC1C=CC(C2(NC(=O)OC(C)(C)C)CCC2)=CC=1, predict the reaction product. The product is: [I:1][C:2]1[C:36]2[C:31](=[CH:32][N:33]=[CH:34][CH:35]=2)[O:4][C:3]=1[C:11]1[CH:16]=[CH:15][C:14]([C:17]2([NH:21][C:22](=[O:28])[O:23][C:24]([CH3:27])([CH3:25])[CH3:26])[CH2:20][CH2:19][CH2:18]2)=[CH:13][CH:12]=1. (9) Given the reactants C[O:2][C:3](=[O:29])[C:4]1[CH:9]=[CH:8][CH:7]=[C:6]([C:10]2[N:11]=[C:12](Cl)[C:13]3[C:14](=[CH:16][N:17](CC4C=CC(OC)=CC=4)[N:18]=3)[N:15]=2)[CH:5]=1.[CH3:30][O:31][C:32]1[CH:33]=[C:34]([CH:36]=[CH:37][C:38]=1[O:39][CH3:40])[NH2:35].Cl, predict the reaction product. The product is: [CH3:30][O:31][C:32]1[CH:33]=[C:34]([NH:35][C:12]2[C:13]3[NH:18][N:17]=[CH:16][C:14]=3[N:15]=[C:10]([C:6]3[CH:5]=[C:4]([CH:9]=[CH:8][CH:7]=3)[C:3]([OH:2])=[O:29])[N:11]=2)[CH:36]=[CH:37][C:38]=1[O:39][CH3:40]. (10) The product is: [CH2:1]([N:8]([CH2:16][CH2:17][O:18][C:23]1[CH:24]=[CH:25][C:20]([F:19])=[CH:21][CH:22]=1)[C:9]([O:11][C:12]([CH3:13])([CH3:14])[CH3:15])=[O:10])[C:2]1[CH:7]=[CH:6][CH:5]=[CH:4][CH:3]=1. Given the reactants [CH2:1]([N:8]([CH2:16][CH2:17][OH:18])[C:9]([O:11][C:12]([CH3:15])([CH3:14])[CH3:13])=[O:10])[C:2]1[CH:7]=[CH:6][CH:5]=[CH:4][CH:3]=1.[F:19][C:20]1[CH:25]=[CH:24][C:23](O)=[CH:22][CH:21]=1.C1C=CC(P(C2C=CC=CC=2)C2C=CC=CC=2)=CC=1.CC(OC(/N=N/C(OC(C)C)=O)=O)C, predict the reaction product.